Dataset: NCI-60 drug combinations with 297,098 pairs across 59 cell lines. Task: Regression. Given two drug SMILES strings and cell line genomic features, predict the synergy score measuring deviation from expected non-interaction effect. (1) Drug 1: C1=CC=C(C=C1)NC(=O)CCCCCCC(=O)NO. Drug 2: COCCOC1=C(C=C2C(=C1)C(=NC=N2)NC3=CC=CC(=C3)C#C)OCCOC. Cell line: UACC62. Synergy scores: CSS=63.6, Synergy_ZIP=8.97, Synergy_Bliss=10.0, Synergy_Loewe=8.14, Synergy_HSA=12.3. (2) Synergy scores: CSS=56.3, Synergy_ZIP=0.995, Synergy_Bliss=0.670, Synergy_Loewe=-15.0, Synergy_HSA=1.24. Cell line: NCI-H522. Drug 1: CC1=C(C=C(C=C1)NC(=O)C2=CC=C(C=C2)CN3CCN(CC3)C)NC4=NC=CC(=N4)C5=CN=CC=C5. Drug 2: CCCCC(=O)OCC(=O)C1(CC(C2=C(C1)C(=C3C(=C2O)C(=O)C4=C(C3=O)C=CC=C4OC)O)OC5CC(C(C(O5)C)O)NC(=O)C(F)(F)F)O. (3) Drug 1: CC1=CC2C(CCC3(C2CCC3(C(=O)C)OC(=O)C)C)C4(C1=CC(=O)CC4)C. Drug 2: C1C(C(OC1N2C=C(C(=O)NC2=O)F)CO)O. Cell line: OVCAR-8. Synergy scores: CSS=48.0, Synergy_ZIP=3.31, Synergy_Bliss=0.738, Synergy_Loewe=-36.3, Synergy_HSA=0.00672.